From a dataset of Full USPTO retrosynthesis dataset with 1.9M reactions from patents (1976-2016). Predict the reactants needed to synthesize the given product. (1) The reactants are: [CH2:1]([N:8]1[C:16]2[C:11](=[CH:12][CH:13]=[C:14]([Cl:17])[CH:15]=2)[C:10]([S:18][C:19]2[CH:20]=[C:21]([CH:25]=[CH:26][CH:27]=2)[CH:22]=[N:23]O)=[C:9]1[CH3:28])[C:2]1[CH:7]=[CH:6][CH:5]=[CH:4][CH:3]=1. Given the product [CH2:1]([N:8]1[C:16]2[C:11](=[CH:12][CH:13]=[C:14]([Cl:17])[CH:15]=2)[C:10]([S:18][C:19]2[CH:20]=[C:21]([CH:25]=[CH:26][CH:27]=2)[C:22]#[N:23])=[C:9]1[CH3:28])[C:2]1[CH:3]=[CH:4][CH:5]=[CH:6][CH:7]=1, predict the reactants needed to synthesize it. (2) The reactants are: [N:1]1([C:7]2[N:8]=[C:9]3[NH:17][C@H:16]([C:18]([F:21])([F:20])[F:19])[CH2:15][CH2:14][N:10]3[C:11](=[O:13])[CH:12]=2)[CH2:6][CH2:5][O:4][CH2:3][CH2:2]1.[F:22][C:23]1[CH:28]=[CH:27][C:26](I)=[CH:25][CH:24]=1. Given the product [F:22][C:23]1[CH:28]=[CH:27][C:26]([N:17]2[C:9]3=[N:8][C:7]([N:1]4[CH2:6][CH2:5][O:4][CH2:3][CH2:2]4)=[CH:12][C:11](=[O:13])[N:10]3[CH2:14][CH2:15][C@H:16]2[C:18]([F:20])([F:21])[F:19])=[CH:25][CH:24]=1, predict the reactants needed to synthesize it. (3) Given the product [F:31][C:30]1[CH:29]=[CH:28][C:24]([C:25]([N:16]2[CH2:17][CH2:18][CH2:19][C@H:14]([C:12]3[O:11][N:10]=[C:9]([C:6]4[CH:7]=[CH:8][C:3]([F:2])=[CH:4][CH:5]=4)[N:13]=3)[CH2:15]2)=[O:26])=[CH:23][C:22]=1[C:20]#[N:21], predict the reactants needed to synthesize it. The reactants are: Cl.[F:2][C:3]1[CH:8]=[CH:7][C:6]([C:9]2[N:13]=[C:12]([C@H:14]3[CH2:19][CH2:18][CH2:17][NH:16][CH2:15]3)[O:11][N:10]=2)=[CH:5][CH:4]=1.[C:20]([C:22]1[CH:23]=[C:24]([CH:28]=[CH:29][C:30]=1[F:31])[C:25](O)=[O:26])#[N:21].C1C=NC2N(O)N=NC=2C=1.C1CCC(N=C=NC2CCCCC2)CC1.